From a dataset of Full USPTO retrosynthesis dataset with 1.9M reactions from patents (1976-2016). Predict the reactants needed to synthesize the given product. (1) Given the product [C:2]([C:5]1[CH:10]([CH2:11][CH:12]2[CH2:20][C:19]3[C:14](=[CH:15][CH:16]=[C:17]([Cl:21])[CH:18]=3)[C:13]2=[O:22])[CH:9]=[CH:8][N:7]([CH2:23][C:24]2[CH:29]=[CH:28][CH:27]=[CH:26][C:25]=2[CH3:30])[CH:6]=1)(=[O:4])[CH3:3], predict the reactants needed to synthesize it. The reactants are: [Br-].[C:2]([C:5]1[CH:6]=[N+:7]([CH2:23][C:24]2[CH:29]=[CH:28][CH:27]=[CH:26][C:25]=2[CH3:30])[CH:8]=[CH:9][C:10]=1[CH2:11][CH:12]1[CH2:20][C:19]2[C:14](=[CH:15][CH:16]=[C:17]([Cl:21])[CH:18]=2)[C:13]1=[O:22])(=[O:4])[CH3:3].C1C(C(N)=O)=CN(CC2C=CC=CC=2)C=C1. (2) Given the product [CH3:26][C:25]([CH3:27])=[CH:24][CH2:23][CH2:22]/[C:20](/[CH3:21])=[CH:19]/[CH2:18][CH2:17]/[C:15](/[CH3:16])=[CH:14]/[CH:13]=[O:12], predict the reactants needed to synthesize it. The reactants are: C1C=C[NH+]=CC=1.[O-][Cr](Cl)(=O)=O.[OH:12][CH2:13]/[CH:14]=[C:15](/[CH2:17][CH2:18]/[CH:19]=[C:20](/[CH2:22][CH2:23][CH:24]=[C:25]([CH3:27])[CH3:26])\[CH3:21])\[CH3:16]. (3) Given the product [CH3:7][C:8]1([CH3:49])[N:12]([CH2:13][CH2:14][CH2:15][CH2:16][CH2:17][CH2:18][CH2:19][CH2:20][CH2:21][S:22]([CH2:24][CH2:25][CH2:26][C:27]([F:32])([F:33])[C:28]([F:31])([F:30])[F:29])(=[O:1])=[O:23])[C:11](=[O:34])[N:10]([C:35]2[CH:40]=[CH:39][C:38]([N+:41]([O-:43])=[O:42])=[C:37]([C:44]([F:46])([F:47])[F:45])[CH:36]=2)[C:9]1=[O:48], predict the reactants needed to synthesize it. The reactants are: [OH:1]OS([O-])=O.[K+].[CH3:7][C:8]1([CH3:49])[N:12]([CH2:13][CH2:14][CH2:15][CH2:16][CH2:17][CH2:18][CH2:19][CH2:20][CH2:21][S:22]([CH2:24][CH2:25][CH2:26][C:27]([F:33])([F:32])[C:28]([F:31])([F:30])[F:29])=[O:23])[C:11](=[O:34])[N:10]([C:35]2[CH:40]=[CH:39][C:38]([N+:41]([O-:43])=[O:42])=[C:37]([C:44]([F:47])([F:46])[F:45])[CH:36]=2)[C:9]1=[O:48].O. (4) Given the product [F:25][CH2:24][CH2:23][N:3]1[CH2:2][CH2:1][N:11]2[C@@H:5]([CH2:6][CH2:7][O:8][C:9]3[CH:15]=[CH:14][CH:13]=[CH:12][C:10]=32)[CH2:4]1, predict the reactants needed to synthesize it. The reactants are: [CH2:1]1[N:11]2[C@@H:5]([CH2:6][CH2:7][O:8][C:9]3[CH:15]=[CH:14][CH:13]=[CH:12][C:10]=32)[CH2:4][NH:3][CH2:2]1.C([O-])([O-])=O.[K+].[K+].Br[CH2:23][CH2:24][F:25].O. (5) Given the product [CH3:23][O:22][C:19]1[CH:20]=[CH:21][C:16]([CH:15]=[CH:7][C:2]2[CH:3]=[CH:4][CH:5]=[CH:6][N+:1]=2[O-:8])=[CH:17][CH:18]=1, predict the reactants needed to synthesize it. The reactants are: [N+:1]1([O-:8])[C:2]([CH3:7])=[CH:3][CH:4]=[CH:5][CH:6]=1.C([O-])(C)(C)C.[K+].[CH:15](=O)[C:16]1[CH:21]=[CH:20][C:19]([O:22][CH3:23])=[CH:18][CH:17]=1.